This data is from Peptide-MHC class I binding affinity with 185,985 pairs from IEDB/IMGT. The task is: Regression. Given a peptide amino acid sequence and an MHC pseudo amino acid sequence, predict their binding affinity value. This is MHC class I binding data. (1) The peptide sequence is RRWRRLTVC. The MHC is HLA-B51:01 with pseudo-sequence HLA-B51:01. The binding affinity (normalized) is 0.213. (2) The peptide sequence is IEELRQHLL. The MHC is HLA-B53:01 with pseudo-sequence HLA-B53:01. The binding affinity (normalized) is 0. (3) The peptide sequence is KRFQPFQQF. The MHC is HLA-A11:01 with pseudo-sequence HLA-A11:01. The binding affinity (normalized) is 0.0393. (4) The peptide sequence is SNAKCIEYV. The MHC is HLA-A02:01 with pseudo-sequence HLA-A02:01. The binding affinity (normalized) is 0. (5) The peptide sequence is HQKKNEISF. The MHC is HLA-B08:01 with pseudo-sequence HLA-B08:01. The binding affinity (normalized) is 0.0156.